From a dataset of Forward reaction prediction with 1.9M reactions from USPTO patents (1976-2016). Predict the product of the given reaction. (1) Given the reactants Cl[C:2]1[C:7]([S:8]([C:11]([F:26])([F:25])[CH:12]2[CH2:17][CH2:16][N:15]([C:18]([O:20][C:21]([CH3:24])([CH3:23])[CH3:22])=[O:19])[CH2:14][CH2:13]2)(=[O:10])=[O:9])=[CH:6][CH:5]=[CH:4][N:3]=1.[NH3:27], predict the reaction product. The product is: [NH2:27][C:2]1[C:7]([S:8]([C:11]([F:26])([F:25])[CH:12]2[CH2:17][CH2:16][N:15]([C:18]([O:20][C:21]([CH3:24])([CH3:23])[CH3:22])=[O:19])[CH2:14][CH2:13]2)(=[O:10])=[O:9])=[CH:6][CH:5]=[CH:4][N:3]=1. (2) The product is: [OH:21][CH2:20][CH2:19][N:13]([C:4]1[CH:5]=[C:6]([CH:11]=[CH:12][C:3]=1[O:2][CH3:1])[C:7]([O:9][CH3:10])=[O:8])[S:14]([CH3:17])(=[O:16])=[O:15]. Given the reactants [CH3:1][O:2][C:3]1[CH:12]=[CH:11][C:6]([C:7]([O:9][CH3:10])=[O:8])=[CH:5][C:4]=1[NH:13][S:14]([CH3:17])(=[O:16])=[O:15].Br[CH2:19][CH2:20][OH:21].C([O-])([O-])=O.[K+].[K+], predict the reaction product.